Predict the product of the given reaction. From a dataset of Forward reaction prediction with 1.9M reactions from USPTO patents (1976-2016). (1) The product is: [ClH:36].[CH3:34][N:32]1[CH:33]=[C:29]([C:22]2[N:21]=[C:20]([C:17]3[CH:18]=[CH:19][N:15]([C:4]4([CH2:3][C:1]#[N:2])[CH2:7][NH:6][CH2:5]4)[N:16]=3)[N:25]3[CH:26]=[CH:27][N:28]=[C:24]3[CH:23]=2)[CH:30]=[N:31]1. Given the reactants [C:1]([CH2:3][C:4]1([N:15]2[CH:19]=[CH:18][C:17]([C:20]3[N:25]4[CH:26]=[CH:27][N:28]=[C:24]4[CH:23]=[C:22]([C:29]4[CH:30]=[N:31][N:32]([CH3:34])[CH:33]=4)[N:21]=3)=[N:16]2)[CH2:7][N:6](C(OC(C)(C)C)=O)[CH2:5]1)#[N:2].C(Cl)[Cl:36].Cl.O1CCOCC1, predict the reaction product. (2) Given the reactants [NH2:1][C:2]1[CH:7]=[CH:6][CH:5]=[C:4]([Cl:8])[C:3]=1[CH2:9]O.[CH3:11][C:12]1[CH:21]=[C:20]([CH3:22])[CH:19]=[C:18]2[C:13]=1[CH2:14][CH2:15][CH2:16][C:17]2=O.[OH-].[K+], predict the reaction product. The product is: [Cl:8][C:4]1[C:3]2[C:2](=[N:1][C:17]3[C:18]4[CH:19]=[C:20]([CH3:22])[CH:21]=[C:12]([CH3:11])[C:13]=4[CH2:14][CH2:15][C:16]=3[CH:9]=2)[CH:7]=[CH:6][CH:5]=1.